Dataset: Forward reaction prediction with 1.9M reactions from USPTO patents (1976-2016). Task: Predict the product of the given reaction. (1) Given the reactants [C:1]([O:5][C:6]([N:8]1[CH2:14][CH2:13][CH2:12][CH:11]([OH:15])[CH2:10][CH2:9]1)=[O:7])([CH3:4])([CH3:3])[CH3:2].C1OCCOCCOCCOCCOCCOC1.[K].Br[CH2:36][C:37]1[C:38]([C:45]2[C:50]([Cl:51])=[CH:49][CH:48]=[CH:47][C:46]=2[Cl:52])=[N:39][O:40][C:41]=1[CH:42]1[CH2:44][CH2:43]1, predict the reaction product. The product is: [C:1]([O:5][C:6]([N:8]1[CH2:14][CH2:13][CH2:12][CH:11]([O:15][CH2:36][C:37]2[C:38]([C:45]3[C:46]([Cl:52])=[CH:47][CH:48]=[CH:49][C:50]=3[Cl:51])=[N:39][O:40][C:41]=2[CH:42]2[CH2:44][CH2:43]2)[CH2:10][CH2:9]1)=[O:7])([CH3:4])([CH3:2])[CH3:3]. (2) Given the reactants [C:1]([C:5]1[CH:9]=[CH:8][NH:7][N:6]=1)([CH3:4])([CH3:3])[CH3:2].Cl[C:11]1[CH:16]=[CH:15][C:14]([C:17]([F:20])([F:19])[F:18])=[CH:13][N:12]=1.[OH-].[Na+].Cl, predict the reaction product. The product is: [C:1]([C:5]1[CH:9]=[CH:8][N:7]([C:11]2[CH:16]=[CH:15][C:14]([C:17]([F:20])([F:19])[F:18])=[CH:13][N:12]=2)[N:6]=1)([CH3:4])([CH3:3])[CH3:2]. (3) Given the reactants [CH3:1][O:2][C:3]1[C:4]([CH2:22][C:23](O)=[O:24])=[N:5][CH:6]=[C:7]([O:9][C:10]2[C:19]3[C:14](=[CH:15][CH:16]=[C:17]([O:20][CH3:21])[CH:18]=3)[N:13]=[CH:12][CH:11]=2)[CH:8]=1.[NH2:26][C:27]1[CH:31]=[C:30]([CH:32]2[CH2:34][CH2:33]2)[NH:29][N:28]=1, predict the reaction product. The product is: [CH:32]1([C:30]2[NH:29][N:28]=[C:27]([NH:26][C:23](=[O:24])[CH2:22][C:4]3[C:3]([O:2][CH3:1])=[CH:8][C:7]([O:9][C:10]4[C:19]5[C:14](=[CH:15][CH:16]=[C:17]([O:20][CH3:21])[CH:18]=5)[N:13]=[CH:12][CH:11]=4)=[CH:6][N:5]=3)[CH:31]=2)[CH2:34][CH2:33]1. (4) Given the reactants C(OC(=O)[NH:7][C@@H:8]1[CH2:13][CH2:12][CH2:11][N:10]([C:14]([C:16]2[CH:39]=[CH:38][C:19]3[N:20]([CH3:37])[C:21]([C:23]4[N:31]([CH2:32][C:33]([F:36])([F:35])[F:34])[C:26]5=[N:27][CH:28]=[CH:29][CH:30]=[C:25]5[CH:24]=4)=[N:22][C:18]=3[CH:17]=2)=[O:15])[CH2:9]1)(C)(C)C.C(O)(C(F)(F)F)=O, predict the reaction product. The product is: [NH2:7][C@@H:8]1[CH2:13][CH2:12][CH2:11][N:10]([C:14]([C:16]2[CH:39]=[CH:38][C:19]3[N:20]([CH3:37])[C:21]([C:23]4[N:31]([CH2:32][C:33]([F:36])([F:35])[F:34])[C:26]5=[N:27][CH:28]=[CH:29][CH:30]=[C:25]5[CH:24]=4)=[N:22][C:18]=3[CH:17]=2)=[O:15])[CH2:9]1. (5) The product is: [C:4]([CH:6]1[CH2:10][CH2:9][N:8]([C:11]([O:13][C:14]([CH3:15])([CH3:16])[CH3:17])=[O:12])[CH2:7]1)(=[O:5])[C:21]#[C:20][CH3:24]. Given the reactants CON(C)[C:4]([CH:6]1[CH2:10][CH2:9][N:8]([C:11]([O:13][C:14]([CH3:17])([CH3:16])[CH3:15])=[O:12])[CH2:7]1)=[O:5].[Br-].[CH2:20]1[CH2:24]OC[CH2:21]1, predict the reaction product. (6) Given the reactants [CH2:1]([N:4]([CH2:15][CH:16]=[CH2:17])[S:5]([C:8]1[CH:9]=[N:10][CH:11]=[CH:12][C:13]=1[NH2:14])(=[O:7])=[O:6])[CH:2]=[CH2:3].C(=O)([O-])[O-].[Cs+].[Cs+].[Br:24][C:25]1[CH:26]=[C:27]([S:31](Cl)(=[O:33])=[O:32])[CH:28]=[CH:29][CH:30]=1.Cl, predict the reaction product. The product is: [CH2:15]([N:4]([CH2:1][CH:2]=[CH2:3])[S:5]([C:8]1[CH:9]=[N:10][CH:11]=[CH:12][C:13]=1[NH:14][S:31]([C:27]1[CH:28]=[CH:29][CH:30]=[C:25]([Br:24])[CH:26]=1)(=[O:33])=[O:32])(=[O:7])=[O:6])[CH:16]=[CH2:17]. (7) The product is: [C@H:62]([NH:65][C:12]1[C:3]([C:1]#[N:2])=[CH:4][C:5]([CH3:14])=[C:6]([CH:11]=1)[C:7]([O:9][CH3:10])=[O:8])([CH2:63][CH3:64])[CH3:61]. Given the reactants [C:1]([C:3]1[C:12](I)=[CH:11][C:6]([C:7]([O:9][CH3:10])=[O:8])=[C:5]([CH3:14])[CH:4]=1)#[N:2].C1(P(C2C=CC3OC4C(=CC=CC=4)CC=3C=2P(C2C=CC=CC=2)C2C=CC=CC=2)C2C=CC=CC=2)C=CC=CC=1.C(=O)([O-])[O-].[Cs+].[Cs+].[CH3:61][C@@H:62]([NH2:65])[CH2:63][CH3:64], predict the reaction product. (8) Given the reactants [N:1]([CH:4]([C:26]1[CH:31]=[CH:30][CH:29]=[CH:28][CH:27]=1)[C:5]1[CH:6]=[C:7]([CH:23]=[CH:24][CH:25]=1)[O:8][CH2:9][C:10]1[CH:15]=[CH:14][C:13]([C:16]2([C:19]([O:21]C)=[O:20])[CH2:18][CH2:17]2)=[CH:12][CH:11]=1)=[N+:2]=[N-:3].[OH-].[Na+], predict the reaction product. The product is: [N:1]([CH:4]([C:26]1[CH:27]=[CH:28][CH:29]=[CH:30][CH:31]=1)[C:5]1[CH:6]=[C:7]([CH:23]=[CH:24][CH:25]=1)[O:8][CH2:9][C:10]1[CH:11]=[CH:12][C:13]([C:16]2([C:19]([OH:21])=[O:20])[CH2:18][CH2:17]2)=[CH:14][CH:15]=1)=[N+:2]=[N-:3]. (9) Given the reactants [F:1][C:2]1[CH:7]=[CH:6][C:5]([C:8]2[O:12][N:11]=[C:10]([C:13]([NH:15][CH2:16][CH2:17][C:18]([OH:20])=O)=[O:14])[CH:9]=2)=[CH:4][CH:3]=1.CN(C(ON1N=NC2C=CC=NC1=2)=[N+](C)C)C.F[P-](F)(F)(F)(F)F.[CH3:45][N:46]1[CH2:51][CH2:50][NH:49][CH2:48][CH2:47]1.CCN(C(C)C)C(C)C, predict the reaction product. The product is: [F:1][C:2]1[CH:3]=[CH:4][C:5]([C:8]2[O:12][N:11]=[C:10]([C:13]([NH:15][CH2:16][CH2:17][C:18]([N:49]3[CH2:50][CH2:51][N:46]([CH3:45])[CH2:47][CH2:48]3)=[O:20])=[O:14])[CH:9]=2)=[CH:6][CH:7]=1.